Dataset: Peptide-MHC class II binding affinity with 134,281 pairs from IEDB. Task: Regression. Given a peptide amino acid sequence and an MHC pseudo amino acid sequence, predict their binding affinity value. This is MHC class II binding data. (1) The peptide sequence is YDKFLANVSTVLVGK. The MHC is DRB1_1001 with pseudo-sequence DRB1_1001. The binding affinity (normalized) is 0.905. (2) The peptide sequence is IGTGDDCISIGPGST. The MHC is HLA-DPA10201-DPB11401 with pseudo-sequence HLA-DPA10201-DPB11401. The binding affinity (normalized) is 0. (3) The peptide sequence is VGVFFTFVLLLSGQI. The MHC is DRB1_0701 with pseudo-sequence DRB1_0701. The binding affinity (normalized) is 0.302. (4) The peptide sequence is FRDRARVPLTSNNGI. The MHC is DRB1_1302 with pseudo-sequence DRB1_1302. The binding affinity (normalized) is 0.440. (5) The MHC is DRB1_0101 with pseudo-sequence DRB1_0101. The peptide sequence is KNYEHIAAYHFDLSG. The binding affinity (normalized) is 0.594.